Dataset: Forward reaction prediction with 1.9M reactions from USPTO patents (1976-2016). Task: Predict the product of the given reaction. Given the reactants [C:1]([O:5][C:6]([N:8]1[CH2:13][CH2:12][CH:11]([O:14][C:15]2[CH:24]=[C:23]([OH:25])[CH:22]=[CH:21][C:16]=2[C:17]([O:19][CH3:20])=[O:18])[CH2:10][CH2:9]1)=[O:7])([CH3:4])([CH3:3])[CH3:2].C(=O)([O-])[O-].[K+].[K+].[CH3:32][O:33][CH2:34]Cl, predict the reaction product. The product is: [C:1]([O:5][C:6]([N:8]1[CH2:13][CH2:12][CH:11]([O:14][C:15]2[CH:24]=[C:23]([O:25][CH2:32][O:33][CH3:34])[CH:22]=[CH:21][C:16]=2[C:17]([O:19][CH3:20])=[O:18])[CH2:10][CH2:9]1)=[O:7])([CH3:4])([CH3:2])[CH3:3].